From a dataset of Forward reaction prediction with 1.9M reactions from USPTO patents (1976-2016). Predict the product of the given reaction. (1) Given the reactants [Cl-].[Al+3].[Cl-].[Cl-].[H-].[Al+3].[Li+].[H-].[H-].[H-].[Br:11][C:12]1[CH:13]=[C:14]([S:18][C:19]2[N:23]([C:24]3[CH:29]=[CH:28][CH:27]=[CH:26][C:25]=3[Cl:30])[N:22]=[C:21]([C:31]([NH:33][CH3:34])=O)[CH:20]=2)[CH:15]=[CH:16][CH:17]=1.[OH-].[Na+], predict the reaction product. The product is: [Br:11][C:12]1[CH:13]=[C:14]([S:18][C:19]2[N:23]([C:24]3[CH:29]=[CH:28][CH:27]=[CH:26][C:25]=3[Cl:30])[N:22]=[C:21]([CH2:31][NH:33][CH3:34])[CH:20]=2)[CH:15]=[CH:16][CH:17]=1. (2) The product is: [Cl:1][C:2]1[CH:22]=[CH:21][C:5]2[N:6]([CH3:20])[C:7]3[CH:19]=[CH:18][CH:17]=[CH:16][C:8]=3[C@@H:9]3[C@H:14]([NH:15][CH2:24][C:25]([O:27][CH2:28][CH3:29])=[O:26])[CH2:13][CH2:12][CH2:11][N:10]3[C:4]=2[CH:3]=1. Given the reactants [Cl:1][C:2]1[CH:22]=[CH:21][C:5]2[N:6]([CH3:20])[C:7]3[CH:19]=[CH:18][CH:17]=[CH:16][C:8]=3[C@@H:9]3[C@H:14]([NH2:15])[CH2:13][CH2:12][CH2:11][N:10]3[C:4]=2[CH:3]=1.Br[CH2:24][C:25]([O:27][CH2:28][CH3:29])=[O:26].C(N(CC)CC)C.O, predict the reaction product.